From a dataset of Full USPTO retrosynthesis dataset with 1.9M reactions from patents (1976-2016). Predict the reactants needed to synthesize the given product. (1) Given the product [C:8]([O:7][C:5]([N:12]1[CH2:13][CH2:14][N:15]([CH2:18][C:19]([NH:30][NH:29][C:26]2[CH:25]=[CH:24][C:23]([F:22])=[CH:28][N:27]=2)=[O:21])[CH2:16][CH2:17]1)=[O:6])([CH3:9])([CH3:10])[CH3:11], predict the reactants needed to synthesize it. The reactants are: C(Cl)CCl.[C:5]([N:12]1[CH2:17][CH2:16][N:15]([CH2:18][C:19]([OH:21])=O)[CH2:14][CH2:13]1)([O:7][C:8]([CH3:11])([CH3:10])[CH3:9])=[O:6].[F:22][C:23]1[CH:24]=[CH:25][C:26]([NH:29][NH2:30])=[N:27][CH:28]=1.C1C=CC2N(O)N=NC=2C=1. (2) Given the product [CH3:1][C:2]1[CH:7]=[CH:6][C:5]([C:8]2[N:12]=[C:11]([CH2:13][O:14][CH2:15][C:16]([F:19])([F:17])[F:18])[O:10][N:9]=2)=[CH:4][C:3]=1[NH2:20], predict the reactants needed to synthesize it. The reactants are: [CH3:1][C:2]1[CH:7]=[CH:6][C:5]([C:8]2[N:12]=[C:11]([CH2:13][O:14][CH2:15][C:16]([F:19])([F:18])[F:17])[O:10][N:9]=2)=[CH:4][C:3]=1[N+:20]([O-])=O.[Cl-].[NH4+]. (3) The reactants are: Br[C:2]1[CH:7]=[C:6]([S:8]([CH3:11])(=[O:10])=[O:9])[CH:5]=[CH:4][C:3]=1[O:12][CH2:13][CH:14]1[CH2:16][CH2:15]1.[CH3:17][N:18]1[CH:27]=[C:26](B2OC(C)(C)C(C)(C)O2)[C:25]2[C:20](=[CH:21][CH:22]=[C:23]([C:37]3[CH:38]=[N:39][N:40]([CH3:42])[CH:41]=3)[CH:24]=2)[C:19]1=[O:43].C([O-])(O)=O.[Na+]. Given the product [CH:14]1([CH2:13][O:12][C:3]2[CH:4]=[CH:5][C:6]([S:8]([CH3:11])(=[O:10])=[O:9])=[CH:7][C:2]=2[C:26]2[C:25]3[C:20](=[CH:21][CH:22]=[C:23]([C:37]4[CH:38]=[N:39][N:40]([CH3:42])[CH:41]=4)[CH:24]=3)[C:19](=[O:43])[N:18]([CH3:17])[CH:27]=2)[CH2:16][CH2:15]1, predict the reactants needed to synthesize it. (4) Given the product [C:28]1([CH2:34][CH2:35][CH2:36][CH2:37][CH2:38][O:39][C:40](=[O:41])[NH:17][C@@H:16]2[C:15](=[O:18])[NH:14][C@H:13]2[CH3:12])[CH:33]=[CH:32][CH:31]=[CH:30][CH:29]=1, predict the reactants needed to synthesize it. The reactants are: C1(C)C=CC(S([O-])(=O)=O)=CC=1.[CH3:12][C@H:13]1[C@H:16]([NH3+:17])[C:15](=[O:18])[NH:14]1.CCN(C(C)C)C(C)C.[C:28]1([CH2:34][CH2:35][CH2:36][CH2:37][CH2:38][O:39][C:40](N2C=CC=CC2=O)=[O:41])[CH:33]=[CH:32][CH:31]=[CH:30][CH:29]=1.